This data is from Full USPTO retrosynthesis dataset with 1.9M reactions from patents (1976-2016). The task is: Predict the reactants needed to synthesize the given product. Given the product [Br:1][C:2]1[N:3]=[C:4]2[N:15]([CH2:16][CH:17]3[CH2:22][CH2:21][O:20][CH2:19][CH2:18]3)[C:10](=[O:11])[CH2:9][NH:8][C:5]2=[N:6][CH:7]=1, predict the reactants needed to synthesize it. The reactants are: [Br:1][C:2]1[N:3]=[C:4]([NH:15][CH2:16][CH:17]2[CH2:22][CH2:21][O:20][CH2:19][CH2:18]2)[C:5]([NH:8][CH2:9][C:10](OCC)=[O:11])=[N:6][CH:7]=1.